Predict the product of the given reaction. From a dataset of Forward reaction prediction with 1.9M reactions from USPTO patents (1976-2016). (1) Given the reactants [CH2:1]([C@@H:5]1[NH:10][CH2:9][C@H:8]([CH2:11][CH:12]([CH3:14])[CH3:13])[NH:7][C:6]1=[O:15])[CH:2]([CH3:4])[CH3:3].Br[CH2:17][C:18]1[CH:23]=[CH:22][C:21]([F:24])=[C:20]([C:25]([F:28])([F:27])[F:26])[CH:19]=1.FC1C=CC(CN2C[C@H](CC(C)C)NC(=O)[C@@H]2CC(C)C)=C(C(F)(F)F)C=1, predict the reaction product. The product is: [F:24][C:21]1[CH:22]=[CH:23][C:18]([CH2:17][N:10]2[CH2:9][C@H:8]([CH2:11][CH:12]([CH3:14])[CH3:13])[NH:7][C:6](=[O:15])[C@@H:5]2[CH2:1][CH:2]([CH3:4])[CH3:3])=[CH:19][C:20]=1[C:25]([F:26])([F:27])[F:28]. (2) Given the reactants [NH2:1][C:2]1[N:10]=[CH:9][CH:8]=[CH:7][C:3]=1[C:4]([OH:6])=O.ON1C2C=CC=CC=2N=N1.CCN=C=NCCCN(C)C.[F:32][C:33]1[CH:47]=[CH:46][CH:45]=[CH:44][C:34]=1[O:35][C:36]1[CH:43]=[CH:42][C:39]([CH2:40][NH2:41])=[CH:38][CH:37]=1.C(=O)(O)[O-].[Na+], predict the reaction product. The product is: [F:32][C:33]1[CH:47]=[CH:46][CH:45]=[CH:44][C:34]=1[O:35][C:36]1[CH:37]=[CH:38][C:39]([CH2:40][NH:41][C:4](=[O:6])[C:3]2[CH:7]=[CH:8][CH:9]=[N:10][C:2]=2[NH2:1])=[CH:42][CH:43]=1. (3) Given the reactants [CH3:1][O:2][C:3]([C:5]1[CH:25]=[CH:24][C:8]2[NH:9][C:10]([C:12](=[O:23])[NH:13][CH:14]3[CH2:19][CH2:18][N:17]([CH:20]4[CH2:22][CH2:21]4)[CH2:16][CH2:15]3)=[N:11][C:7]=2[CH:6]=1)=[O:4].C([O-])([O-])=O.[K+].[K+].[Cl:32][C:33]1[S:37][C:36]([C:38]2[O:42][N:41]=[C:40]([CH2:43]OS(C)(=O)=O)[CH:39]=2)=[CH:35][CH:34]=1, predict the reaction product. The product is: [CH3:1][O:2][C:3]([C:5]1[CH:25]=[CH:24][C:8]2[N:9]=[C:10]([C:12](=[O:23])[NH:13][CH:14]3[CH2:15][CH2:16][N:17]([CH:20]4[CH2:22][CH2:21]4)[CH2:18][CH2:19]3)[N:11]([CH2:43][C:40]3[CH:39]=[C:38]([C:36]4[S:37][C:33]([Cl:32])=[CH:34][CH:35]=4)[O:42][N:41]=3)[C:7]=2[CH:6]=1)=[O:4]. (4) Given the reactants [CH3:1][O:2][CH2:3][CH:4]([CH2:30][O:31][CH3:32])[O:5][C:6]1[CH:7]=[C:8]([O:19][C:20]2[CH:21]=[N:22][C:23]([S:26]([CH3:29])(=[O:28])=[O:27])=[CH:24][CH:25]=2)[CH:9]=[C:10]2[C:14]=1[NH:13][C:12]([C:15]([O:17]C)=[O:16])=[CH:11]2.[OH-].[Na+], predict the reaction product. The product is: [CH3:1][O:2][CH2:3][CH:4]([CH2:30][O:31][CH3:32])[O:5][C:6]1[CH:7]=[C:8]([O:19][C:20]2[CH:21]=[N:22][C:23]([S:26]([CH3:29])(=[O:28])=[O:27])=[CH:24][CH:25]=2)[CH:9]=[C:10]2[C:14]=1[NH:13][C:12]([C:15]([OH:17])=[O:16])=[CH:11]2.